This data is from Catalyst prediction with 721,799 reactions and 888 catalyst types from USPTO. The task is: Predict which catalyst facilitates the given reaction. (1) Reactant: [C:1]([C:3]1[C:4](=[O:20])[N:5]([CH:11]([CH:17]([CH3:19])[CH3:18])[C:12]([O:14][CH2:15][CH3:16])=[O:13])[CH:6]=[CH:7][C:8]=1[O:9][CH3:10])#[N:2].[Br:21]N1C(=O)CCC1=O. Product: [Br:21][C:7]1[C:8]([O:9][CH3:10])=[C:3]([C:1]#[N:2])[C:4](=[O:20])[N:5]([CH:11]([CH:17]([CH3:19])[CH3:18])[C:12]([O:14][CH2:15][CH3:16])=[O:13])[CH:6]=1. The catalyst class is: 9. (2) Reactant: [CH3:1][O:2][C:3](=[O:18])[C:4]1[CH:9]=[C:8]([C:10]([F:13])([F:12])[F:11])[CH:7]=[C:6]([S:14](Cl)(=[O:16])=[O:15])[CH:5]=1.S([O-])([O-])=O.[Na+].[Na+].C(=O)([O-])O.[Na+].I[CH:31]([CH3:33])[CH3:32]. Product: [CH3:1][O:2][C:3](=[O:18])[C:4]1[CH:9]=[C:8]([C:10]([F:13])([F:12])[F:11])[CH:7]=[C:6]([S:14]([CH:31]([CH3:33])[CH3:32])(=[O:16])=[O:15])[CH:5]=1. The catalyst class is: 38. (3) Reactant: [C:1]([O:5][C:6]([N:8]1[CH2:12][C@@H:11]([CH2:13][N:14]([CH:31]([CH3:33])[CH3:32])[C:15](=[O:30])[C:16]2[CH:21]=[CH:20][C:19]([O:22][CH3:23])=[C:18]([O:24][CH2:25][CH2:26][CH2:27][O:28][CH3:29])[CH:17]=2)[C@H:10]([NH2:34])[CH2:9]1)=[O:7])([CH3:4])([CH3:3])[CH3:2].[F:35][C:36]1[CH:41]=[CH:40][C:39]([CH2:42][S:43](Cl)(=[O:45])=[O:44])=[CH:38][CH:37]=1.CC#N.O.CC#N. Product: [C:1]([O:5][C:6]([N:8]1[CH2:12][C@@H:11]([CH2:13][N:14]([CH:31]([CH3:32])[CH3:33])[C:15](=[O:30])[C:16]2[CH:21]=[CH:20][C:19]([O:22][CH3:23])=[C:18]([O:24][CH2:25][CH2:26][CH2:27][O:28][CH3:29])[CH:17]=2)[C@H:10]([NH:34][S:43]([CH2:42][C:39]2[CH:40]=[CH:41][C:36]([F:35])=[CH:37][CH:38]=2)(=[O:44])=[O:45])[CH2:9]1)=[O:7])([CH3:3])([CH3:4])[CH3:2]. The catalyst class is: 6. (4) Reactant: [Cl:1][C:2]1[C:10]2[C:9]3[CH:11]=[C:12]([C:16]#[N:17])[N+:13]([O-])=[CH:14][C:8]=3[N:7]([CH2:18][O:19][CH2:20][CH2:21][Si:22]([CH3:25])([CH3:24])[CH3:23])[C:6]=2[N:5]=[CH:4][CH:3]=1.ClC1C=CC2C3C=C(C#N)[N+]([O-])=CC=3N(COCC[Si](C)(C)C)C=2N=1.C(N(CC)CC)C. Product: [Cl:1][C:2]1[C:10]2[C:9]3[CH:11]=[C:12]([C:16]#[N:17])[N:13]=[CH:14][C:8]=3[N:7]([CH2:18][O:19][CH2:20][CH2:21][Si:22]([CH3:25])([CH3:24])[CH3:23])[C:6]=2[N:5]=[CH:4][CH:3]=1. The catalyst class is: 10. (5) Reactant: [CH3:1][S:2]([NH2:5])(=[O:4])=[O:3].[CH3:6][C:7]1[C:8]([CH3:33])=[CH:9][C:10]2[N:19]([CH2:20][CH2:21][N:22]3[CH2:26][CH2:25][CH2:24][C@@H:23]3[C:27](O)=[O:28])[C:18]3[C:13]([C:14](=[O:31])[NH:15][C:16](=[O:30])[N:17]=3)=[N:12][C:11]=2[CH:32]=1.CC1C(C)=CC2N(CC=O)C3C(C(=O)NC(=O)N=3)=NC=2C=1.N1CCC[C@@H]1C(O)=O.CN(C(ON1N=NC2C=CC=NC1=2)=[N+](C)C)C.F[P-](F)(F)(F)(F)F.C(N(C(C)C)CC)(C)C. Product: [CH3:6][C:7]1[C:8]([CH3:33])=[CH:9][C:10]2[N:19]([CH2:20][CH2:21][N:22]3[CH2:26][CH2:25][CH2:24][C@@H:23]3[C:27]([NH:5][S:2]([CH3:1])(=[O:4])=[O:3])=[O:28])[C:18]3[C:13]([C:14](=[O:31])[NH:15][C:16](=[O:30])[N:17]=3)=[N:12][C:11]=2[CH:32]=1. The catalyst class is: 3. (6) The catalyst class is: 434. Reactant: [C:1]([O:5][C:6]([N:8]1[CH2:12][CH2:11][C@H:10]([O:13][C:14]2[N:19]=[C:18](Cl)[CH:17]=[C:16]([Cl:21])[N:15]=2)[CH2:9]1)=[O:7])([CH3:4])([CH3:3])[CH3:2].[CH3:22][C:23]1[CH:24]=[C:25]([NH2:28])[NH:26][N:27]=1.[I-].[Na+].C(C(C(C)C)([NH-])C)(C)C. Product: [C:1]([O:5][C:6]([N:8]1[CH2:12][CH2:11][C@H:10]([O:13][C:14]2[N:15]=[C:16]([Cl:21])[CH:17]=[C:18]([NH:28][C:25]3[NH:26][N:27]=[C:23]([CH3:22])[CH:24]=3)[N:19]=2)[CH2:9]1)=[O:7])([CH3:2])([CH3:3])[CH3:4].